From a dataset of Catalyst prediction with 721,799 reactions and 888 catalyst types from USPTO. Predict which catalyst facilitates the given reaction. (1) Reactant: [Cl:1][C:2]1[C:3]([F:28])=[C:4]([CH:8]2[C:12]([C:15]3[CH:20]=[CH:19][C:18]([Cl:21])=[CH:17][C:16]=3[F:22])([C:13]#[N:14])[CH:11]([CH2:23][C:24]([CH3:27])([CH3:26])[CH3:25])[CH2:10][NH:9]2)[CH:5]=[CH:6][CH:7]=1.C(=O)([O-])[O-].[K+].[K+].[C:35]([O:38][CH2:39][CH3:40])(=[O:37])[CH3:36]. Product: [CH2:39]([O:38][C:35](=[O:37])[CH2:36][N:9]1[CH2:10][C@@H:11]([CH2:23][C:24]([CH3:25])([CH3:27])[CH3:26])[C@@:12]([C:15]2[CH:20]=[CH:19][C:18]([Cl:21])=[CH:17][C:16]=2[F:22])([C:13]#[N:14])[C@H:8]1[C:4]1[CH:5]=[CH:6][CH:7]=[C:2]([Cl:1])[C:3]=1[F:28])[CH3:40]. The catalyst class is: 3. (2) The catalyst class is: 2. Reactant: C(O)(C(F)(F)F)=O.[Cl:8][C:9]1[C:17]2[N:16]([CH2:18][CH2:19][O:20][C:21]3[CH:26]=[CH:25][CH:24]=[CH:23][CH:22]=3)[C:15]3[CH2:27][CH2:28][N:29](C(OC(C)(C)C)=O)[CH2:30][CH2:31][C:14]=3[C:13]=2[C:12]([Cl:39])=[CH:11][CH:10]=1.[OH-].[Na+]. Product: [ClH:8].[Cl:8][C:9]1[C:17]2[N:16]([CH2:18][CH2:19][O:20][C:21]3[CH:26]=[CH:25][CH:24]=[CH:23][CH:22]=3)[C:15]3[CH2:27][CH2:28][NH:29][CH2:30][CH2:31][C:14]=3[C:13]=2[C:12]([Cl:39])=[CH:11][CH:10]=1. (3) Reactant: [CH2:1]([N:3]([CH2:19][CH3:20])[CH2:4][CH2:5][O:6][C:7]1[CH:12]=[CH:11][C:10]([C:13]#[C:14][Si](C)(C)C)=[CH:9][CH:8]=1)[CH3:2].CCCC[N+](CCCC)(CCCC)CCCC.[F-]. Product: [CH2:19]([N:3]([CH2:1][CH3:2])[CH2:4][CH2:5][O:6][C:7]1[CH:8]=[CH:9][C:10]([C:13]#[CH:14])=[CH:11][CH:12]=1)[CH3:20]. The catalyst class is: 1. (4) Reactant: COC1C=CC(P2(SP(C3C=CC(OC)=CC=3)(=S)S2)=[S:10])=CC=1.[C:23]([O:27][C:28](=[O:42])[NH:29][CH2:30][C:31](=O)[NH:32][C:33]1[C:38]([F:39])=[CH:37][CH:36]=[CH:35][C:34]=1[F:40])([CH3:26])([CH3:25])[CH3:24]. Product: [C:23]([O:27][C:28](=[O:42])[NH:29][CH2:30][C:31](=[S:10])[NH:32][C:33]1[C:38]([F:39])=[CH:37][CH:36]=[CH:35][C:34]=1[F:40])([CH3:26])([CH3:25])[CH3:24]. The catalyst class is: 1.